The task is: Predict the reaction yield, written as a fraction of the theoretical maximum amount of product (1.0 means a 100% yield; for example, 0.34 means a 34% yield).. This data is from Reaction yield outcomes from USPTO patents with 853,638 reactions. The reactants are [Br:1][C:2]1[CH:3]=[C:4]([C:19]([OH:21])=O)[CH:5]=[C:6]2[C:11]=1[O:10][C:9]([N:12]1[CH2:17][CH2:16][O:15][CH2:14][CH2:13]1)=[CH:8][C:7]2=[O:18].CCN(C(C)C)C(C)C.[NH:31]1[CH2:36][CH2:35][O:34][CH2:33][CH2:32]1.O. The catalyst is C(Cl)Cl. The product is [Br:1][C:2]1[CH:3]=[C:4]([C:19]([N:31]2[CH2:36][CH2:35][O:34][CH2:33][CH2:32]2)=[O:21])[CH:5]=[C:6]2[C:11]=1[O:10][C:9]([N:12]1[CH2:17][CH2:16][O:15][CH2:14][CH2:13]1)=[CH:8][C:7]2=[O:18]. The yield is 0.790.